This data is from Forward reaction prediction with 1.9M reactions from USPTO patents (1976-2016). The task is: Predict the product of the given reaction. (1) Given the reactants I.[NH2:2][NH:3][C:4]([NH:7][CH3:8])=[N:5][CH3:6].Cl.[C:10](Cl)(=O)[C:11]1[CH:16]=[CH:15][N:14]=[CH:13][CH:12]=1.C([O-])([O-])=O.[K+].[K+], predict the reaction product. The product is: [CH3:8][NH:7][C:4]1[N:5]([CH3:6])[C:10]([C:11]2[CH:16]=[CH:15][N:14]=[CH:13][CH:12]=2)=[N:2][N:3]=1. (2) The product is: [OH:1][CH2:2][C:3]1[CH:4]=[CH:5][C:6]([CH2:7][C@H:8]2[NH:9][CH2:10][CH2:11][N:12]([C:14]([O:16][C:17]([CH3:18])([CH3:20])[CH3:19])=[O:15])[CH2:13]2)=[CH:28][CH:29]=1. Given the reactants [OH:1][CH2:2][C:3]1[CH:29]=[CH:28][C:6]([CH2:7][C@@H:8]2[CH2:13][N:12]([C:14]([O:16][C:17]([CH3:20])([CH3:19])[CH3:18])=[O:15])[CH2:11][CH2:10][N:9]2C(OC(C)(C)C)=O)=[CH:5][CH:4]=1.C(O)(C(F)(F)F)=O, predict the reaction product. (3) Given the reactants [C:1]([O:5][C:6]([N:8]1[CH2:12][C@H:11]([O:13][CH3:14])[CH2:10][C@@H:9]1[C:15]([OH:17])=O)=[O:7])([CH3:4])([CH3:3])[CH3:2].[CH3:18][O:19][C:20](=[O:28])[C:21]1[CH:26]=[CH:25][C:24]([NH2:27])=[CH:23][CH:22]=1.CCOC1N(C(OCC)=O)C2C(=CC=CC=2)C=C1.C(N(CC)CC)C, predict the reaction product. The product is: [C:1]([O:5][C:6]([N:8]1[CH2:12][C@H:11]([O:13][CH3:14])[CH2:10][C@@H:9]1[C:15](=[O:17])[NH:27][C:24]1[CH:23]=[CH:22][C:21]([C:20]([O:19][CH3:18])=[O:28])=[CH:26][CH:25]=1)=[O:7])([CH3:2])([CH3:3])[CH3:4]. (4) Given the reactants [C:1](=[S:12])([S:7][CH2:8][C:9]([OH:11])=O)SCC(O)=O.C(=O)([O-])[O-].[K+].[K+].[CH3:19][O:20][C:21]1[CH:22]=[C:23]([CH:26]=[C:27]([O:31][CH3:32])[C:28]=1[O:29][CH3:30])[CH2:24][NH2:25], predict the reaction product. The product is: [S:12]=[C:1]1[N:25]([CH2:24][C:23]2[CH:26]=[C:27]([O:31][CH3:32])[C:28]([O:29][CH3:30])=[C:21]([O:20][CH3:19])[CH:22]=2)[C:9](=[O:11])[CH2:8][S:7]1.